From a dataset of Full USPTO retrosynthesis dataset with 1.9M reactions from patents (1976-2016). Predict the reactants needed to synthesize the given product. (1) Given the product [F:21][C:20]([F:23])([F:22])[C:16]1[CH:15]=[C:14]([CH:19]=[CH:18][CH:17]=1)[CH2:2][C:3]1[CH:12]=[CH:11][C:6]([C:7]([O:9][CH3:10])=[O:8])=[CH:5][CH:4]=1, predict the reactants needed to synthesize it. The reactants are: Br[CH2:2][C:3]1[CH:12]=[CH:11][C:6]([C:7]([O:9][CH3:10])=[O:8])=[CH:5][CH:4]=1.B(O)(O)[C:14]1[CH:19]=[CH:18][CH:17]=[C:16]([C:20]([F:23])([F:22])[F:21])[CH:15]=1.C([O-])([O-])=O.[Na+].[Na+]. (2) Given the product [I:1][C:2]1[CH:3]=[C:4]([NH2:9])[C:5]([NH2:8])=[N:6][CH:7]=1, predict the reactants needed to synthesize it. The reactants are: [I:1][C:2]1[CH:3]=[C:4]([N+:9]([O-])=O)[C:5]([NH2:8])=[N:6][CH:7]=1.C(O)C.Cl. (3) The reactants are: [F:1][C:2]([F:13])([F:12])[C:3]1[C:8]([C:9]([OH:11])=O)=[CH:7][N:6]=[CH:5][CH:4]=1.[CH3:14][Si:15]([CH3:43])([CH3:42])[CH2:16][CH2:17][O:18][C:19](=[O:41])[C@H:20](CCSC)NC(=O)C1C=CC(N)=CC=1C1C=CC=CC=1.ON1[C:50](=O)[C:49]2[CH:52]=[CH:53][CH:54]=[CH:55][C:48]=2N=N1.CN(C)[CH2:58][CH2:59][CH2:60][N:61]=C=NCC.[CH3:67]N(C=O)C. Given the product [CH3:43][Si:15]([CH3:14])([CH3:42])[CH2:16][CH2:17][O:18][C:19](=[O:41])[C:20]1[CH:58]=[CH:59][C:60]([NH:61][C:9]([C:8]2[CH:7]=[N:6][CH:5]=[CH:4][C:3]=2[C:2]([F:1])([F:13])[F:12])=[O:11])=[CH:67][C:50]=1[C:49]1[CH:52]=[CH:53][CH:54]=[CH:55][CH:48]=1, predict the reactants needed to synthesize it. (4) The reactants are: [CH3:1][CH:2]1[CH2:7][CH2:6][N:5]([C:8]2[C:17]3[CH2:16][CH2:15][C:14]4[CH:18]=[CH:19][CH:20]=[CH:21][C:13]=4[C:12]=3O[C:10](=O)[C:9]=2[C:23]#[N:24])[CH2:4][CH2:3]1.[H-].[Na+]. Given the product [CH3:1][CH:2]1[CH2:7][CH2:6][N:5]([C:8]2[C:17]3[CH2:16][CH2:15][C:14]4[C:13](=[CH:21][CH:20]=[CH:19][CH:18]=4)[C:12]=3[C:21]3[C:13]4[C:14]([CH2:18][C:10]=3[C:9]=2[C:23]#[N:24])=[CH:15][CH:16]=[CH:17][CH:12]=4)[CH2:4][CH2:3]1, predict the reactants needed to synthesize it. (5) Given the product [C:1]([O:4][CH2:5][C:6]1[C:11]([N:12]2[CH2:17][CH2:16][C:15]3[C:18]4[CH2:24][CH2:23][CH2:22][CH2:21][C:19]=4[S:20][C:14]=3[C:13]2=[O:25])=[CH:10][C:9]([F:26])=[CH:8][C:7]=1[B:28]1[O:32][C:31]([CH3:34])([CH3:33])[C:30]([CH3:36])([CH3:35])[O:29]1)(=[O:3])[CH3:2], predict the reactants needed to synthesize it. The reactants are: [C:1]([O:4][CH2:5][C:6]1[C:11]([N:12]2[CH2:17][CH2:16][C:15]3[C:18]4[CH2:24][CH2:23][CH2:22][CH2:21][C:19]=4[S:20][C:14]=3[C:13]2=[O:25])=[CH:10][C:9]([F:26])=[CH:8][C:7]=1Br)(=[O:3])[CH3:2].[B:28]1([B:28]2[O:32][C:31]([CH3:34])([CH3:33])[C:30]([CH3:36])([CH3:35])[O:29]2)[O:32][C:31]([CH3:34])([CH3:33])[C:30]([CH3:36])([CH3:35])[O:29]1.CC(O[K])=O. (6) Given the product [O:38]=[C:32]1[CH:31]([N:24]2[C:23](=[O:39])[C:22]3[C:26](=[CH:27][CH:28]=[CH:29][C:21]=3[CH2:20][NH:19][C:11]([C:8]3[CH:7]=[CH:6][C:5]([CH2:4][CH2:3][CH2:2][CH3:1])=[CH:10][N:9]=3)=[O:13])[C:25]2=[O:30])[CH2:36][CH2:35][C:34](=[O:37])[NH:33]1, predict the reactants needed to synthesize it. The reactants are: [CH3:1][CH2:2][CH2:3][CH2:4][C:5]1[CH:6]=[CH:7][C:8]([C:11]([OH:13])=O)=[N:9][CH:10]=1.S(Cl)(Cl)=O.Cl.[NH2:19][CH2:20][C:21]1[CH:29]=[CH:28][CH:27]=[C:26]2[C:22]=1[C:23](=[O:39])[N:24]([CH:31]1[CH2:36][CH2:35][C:34](=[O:37])[NH:33][C:32]1=[O:38])[C:25]2=[O:30].C(N(CC)CC)C. (7) Given the product [C:1]([O:5][C:6](=[O:24])/[CH:7]=[CH:32]\[C:28]1[S:29][C:30]([Br:31])=[C:26]([Br:25])[CH:27]=1)([CH3:2])([CH3:3])[CH3:4], predict the reactants needed to synthesize it. The reactants are: [C:1]([O:5][C:6](=[O:24])[CH2:7]P(OC1C=CC=CC=1)(OC1C=CC=CC=1)=O)([CH3:4])([CH3:3])[CH3:2].[Br:25][C:26]1[CH:27]=[C:28]([CH:32]=O)[S:29][C:30]=1[Br:31]. (8) The reactants are: [CH3:1][O:2][C:3]1[N:8]=[CH:7][C:6]([NH:9][C:10]2[C:15]([C:16]3[N:21]=[C:20]([CH3:22])[N:19]=[C:18](SC)[N:17]=3)=[CH:14][N:13]=[C:12]([N:25]3[CH2:30][CH2:29][CH2:28][CH2:27][CH2:26]3)[N:11]=2)=[CH:5][CH:4]=1.[NH3:31]. Given the product [CH3:1][O:2][C:3]1[N:8]=[CH:7][C:6]([NH:9][C:10]2[C:15]([C:16]3[N:21]=[C:20]([CH3:22])[N:19]=[C:18]([NH2:31])[N:17]=3)=[CH:14][N:13]=[C:12]([N:25]3[CH2:30][CH2:29][CH2:28][CH2:27][CH2:26]3)[N:11]=2)=[CH:5][CH:4]=1, predict the reactants needed to synthesize it. (9) Given the product [O:24]1[C:23]2[CH:22]=[C:28]([C:4](=[O:15])[C@@H:5]([NH:7][C:8](=[O:14])[O:9][C:10]([CH3:11])([CH3:12])[CH3:13])[CH3:6])[CH:29]=[CH:19][C:17]=2[CH2:18][O:26][CH2:25]1, predict the reactants needed to synthesize it. The reactants are: CON(C)[C:4](=[O:15])[C@@H:5]([NH:7][C:8](=[O:14])[O:9][C:10]([CH3:13])([CH3:12])[CH3:11])[CH3:6].[CH:17]([Mg]Cl)([CH3:19])[CH3:18].[CH3:22][CH2:23][O:24][C:25](C)=[O:26].[CH2:28]1COC[CH2:29]1.